Dataset: Full USPTO retrosynthesis dataset with 1.9M reactions from patents (1976-2016). Task: Predict the reactants needed to synthesize the given product. (1) The reactants are: [F:1][C:2]1[CH:25]=[CH:24][C:5]2[N:6]=[C:7]([NH:9][C:10]3[CH:15]=[CH:14][C:13]([C:16]4[CH:20]=[C:19]([C:21]([NH2:23])=O)[O:18][N:17]=4)=[CH:12][CH:11]=3)[S:8][C:4]=2[CH:3]=1.COC1C=CC(P2(SP(C3C=CC(OC)=CC=3)(=S)S2)=[S:35])=CC=1. Given the product [F:1][C:2]1[CH:25]=[CH:24][C:5]2[N:6]=[C:7]([NH:9][C:10]3[CH:15]=[CH:14][C:13]([C:16]4[CH:20]=[C:19]([C:21](=[S:35])[NH2:23])[O:18][N:17]=4)=[CH:12][CH:11]=3)[S:8][C:4]=2[CH:3]=1, predict the reactants needed to synthesize it. (2) Given the product [C:23]([C:8]1[CH:7]=[N:6][N:5]2[CH:26]=[C:2]([C:27]3[CH:32]=[CH:31][CH:30]=[CH:29][CH:28]=3)[CH:3]=[C:4]2[C:9]=1[NH:10][C@@H:11]1[CH2:15][CH2:14][C@:13]([CH3:20])([C:16]([O:18][CH3:19])=[O:17])[C:12]1([CH3:21])[CH3:22])(=[O:25])[NH2:24], predict the reactants needed to synthesize it. The reactants are: Br[C:2]1[CH:3]=[C:4]2[C:9]([NH:10][C@@H:11]3[CH2:15][CH2:14][C@:13]([CH3:20])([C:16]([O:18][CH3:19])=[O:17])[C:12]3([CH3:22])[CH3:21])=[C:8]([C:23](=[O:25])[NH2:24])[CH:7]=[N:6][N:5]2[CH:26]=1.[C:27]1(B(O)O)[CH:32]=[CH:31][CH:30]=[CH:29][CH:28]=1.P([O-])([O-])([O-])=O.[K+].[K+].[K+]. (3) Given the product [ClH:1].[ClH:1].[N:15]1([C:19]2[CH:18]=[C:23]([CH:22]=[CH:21][CH:20]=2)[C:12]([NH2:3])=[O:13])[CH2:24][CH2:25][NH:26][CH2:27][CH2:33]1, predict the reactants needed to synthesize it. The reactants are: [ClH:1].C[N:3]([CH3:12])CCCN=C=NCC.[OH2:13].O[N:15]1[C:19]2[CH:20]=[CH:21][CH:22]=[CH:23][C:18]=2N=N1.[CH3:24][C:25]1[NH:26][C:27]([C:33]2C=CC=CC=2)=C(C(O)=O)N=1.C(N(CC)CC)C. (4) The reactants are: [CH2:1]([O:8][CH2:9][N:10]([C:26](=[O:35])[C:27]1[C:32]([F:33])=[CH:31][CH:30]=[CH:29][C:28]=1[F:34])[C:11]([NH:13][C:14]1[CH:19]=[CH:18][C:17]([S:20][C:21]([F:24])([F:23])[F:22])=[CH:16][C:15]=1[F:25])=[O:12])[C:2]1[CH:7]=[CH:6][CH:5]=[CH:4][CH:3]=1.CI.[H-].[Na+].[C:40](OCC)(=O)C. Given the product [CH2:1]([O:8][CH2:9][N:10]([C:26](=[O:35])[C:27]1[C:32]([F:33])=[CH:31][CH:30]=[CH:29][C:28]=1[F:34])[C:11]([N:13]([C:14]1[CH:19]=[CH:18][C:17]([S:20][C:21]([F:24])([F:22])[F:23])=[CH:16][C:15]=1[F:25])[CH3:40])=[O:12])[C:2]1[CH:3]=[CH:4][CH:5]=[CH:6][CH:7]=1, predict the reactants needed to synthesize it. (5) Given the product [OH:8][C:9]1[CH:14]=[CH:13][C:12]([CH:15]2[CH2:19][CH2:18][O:17][CH2:16]2)=[CH:11][C:10]=1[N:20]1[S:24](=[O:26])(=[O:25])[NH:23][C:22](=[O:27])[CH2:21]1, predict the reactants needed to synthesize it. The reactants are: C([O:8][C:9]1[CH:14]=[CH:13][C:12]([C:15]2[CH:19]=[CH:18][O:17][CH:16]=2)=[CH:11][C:10]=1[N:20]1[S:24](=[O:26])(=[O:25])[NH:23][C:22](=[O:27])[CH2:21]1)C1C=CC=CC=1. (6) Given the product [O:23]1[CH:24]=[C:20]([C:17]2[CH:18]=[CH:19][C:14]([O:13][CH2:12][CH2:11][NH2:10])=[CH:15][CH:16]=2)[CH:21]=[N:22]1, predict the reactants needed to synthesize it. The reactants are: C(OC(=O)[NH:10][CH2:11][CH2:12][O:13][C:14]1[CH:19]=[CH:18][C:17]([C:20]2[CH:21]=[N:22][O:23][CH:24]=2)=[CH:16][CH:15]=1)C1C=CC=CC=1.CS(O)(=O)=O.[OH-].[Na+]. (7) Given the product [I:10][CH2:9][CH2:8][O:7][CH2:6][CH2:5][O:4][CH2:3][CH2:2][P:11](=[O:12])([O:16][CH2:17][CH3:18])[O:13][CH2:14][CH3:15], predict the reactants needed to synthesize it. The reactants are: I[CH2:2][CH2:3][O:4][CH2:5][CH2:6][O:7][CH2:8][CH2:9][I:10].[P:11](OCC)([O:16][CH2:17][CH3:18])([O:13][CH2:14][CH3:15])=[O:12].